Dataset: Forward reaction prediction with 1.9M reactions from USPTO patents (1976-2016). Task: Predict the product of the given reaction. (1) Given the reactants Br[C:2]1[CH:7]=[C:6]([Cl:8])[CH:5]=[CH:4][C:3]=1[NH:9][C:10](=[O:25])[CH2:11][CH:12]1[NH:17][CH2:16][CH2:15][N:14]([C:18]([O:20][C:21]([CH3:24])([CH3:23])[CH3:22])=[O:19])[CH2:13]1.C1(P(C2CCCCC2)C2C=CC=CC=2C2C(OC)=CC=CC=2OC)CCCCC1.CC(C)([O-])C.[Na+], predict the reaction product. The product is: [Cl:8][C:6]1[CH:5]=[CH:4][C:3]2[NH:9][C:10](=[O:25])[CH2:11][CH:12]3[CH2:13][N:14]([C:18]([O:20][C:21]([CH3:24])([CH3:23])[CH3:22])=[O:19])[CH2:15][CH2:16][N:17]3[C:2]=2[CH:7]=1. (2) Given the reactants [C:1]([CH2:3][C:4]1[C:5]([C:18]2[CH:23]=[CH:22][CH:21]=[CH:20][CH:19]=2)=[N:6][C:7]2[C:12]([C:13]=1[C:14]([O:16]C)=[O:15])=[CH:11][CH:10]=[CH:9][CH:8]=2)#[N:2].O.[OH-].[Li+].C(O)(=O)CC(CC(O)=O)(C(O)=O)O, predict the reaction product. The product is: [C:1]([CH2:3][C:4]1[C:5]([C:18]2[CH:23]=[CH:22][CH:21]=[CH:20][CH:19]=2)=[N:6][C:7]2[C:12]([C:13]=1[C:14]([OH:16])=[O:15])=[CH:11][CH:10]=[CH:9][CH:8]=2)#[N:2]. (3) Given the reactants C([O-])=O.[NH4+].[F:5][C:6]1[CH:11]=[CH:10][CH:9]=[C:8]([F:12])[C:7]=1[C:13]1[NH:14][C:15]([C:24]2[CH:29]=[CH:28][C:27]([N+:30]([O-])=O)=[C:26]([NH:33][CH2:34][CH:35]([CH3:37])[CH3:36])[CH:25]=2)=[C:16]([C:18]2[CH:23]=[CH:22][CH:21]=[CH:20][CH:19]=2)[N:17]=1, predict the reaction product. The product is: [F:5][C:6]1[CH:11]=[CH:10][CH:9]=[C:8]([F:12])[C:7]=1[C:13]1[NH:14][C:15]([C:24]2[CH:29]=[CH:28][C:27]([NH2:30])=[C:26]([NH:33][CH2:34][CH:35]([CH3:37])[CH3:36])[CH:25]=2)=[C:16]([C:18]2[CH:23]=[CH:22][CH:21]=[CH:20][CH:19]=2)[N:17]=1. (4) Given the reactants [OH:1][C:2]1[CH:8]=[C:7]([N+:9]([O-:11])=[O:10])[CH:6]=[CH:5][C:3]=1[NH2:4].[C:12](OC(=O)C)(=[O:14])[CH3:13].CC1C=CN=C(N)C=1C.C1C[O:31][CH2:30][CH2:29]1, predict the reaction product. The product is: [C:12]([NH:4][C:3]1[CH:5]=[CH:6][C:7]([N+:9]([O-:11])=[O:10])=[CH:8][C:2]=1[O:1][C:30](=[O:31])[CH3:29])(=[O:14])[CH3:13]. (5) Given the reactants [C:1]([C:4]1[C:22](=[O:23])[C@@:8]2([CH3:24])[C:9]3[C:15]([OH:16])=[CH:14][C:13]([O:17][CH3:18])=[C:12]([C:19]([NH2:21])=[O:20])[C:10]=3[O:11][C:7]2=[CH:6][C:5]=1[OH:25])(=[O:3])[CH3:2].[Cl:26][C:27]1[CH:45]=[C:44]([Cl:46])[CH:43]=[CH:42][C:28]=1[O:29][CH2:30][C:31]1[CH:38]=[C:37]([CH3:39])[C:34]([CH:35]=O)=[C:33]([CH3:40])[C:32]=1[CH3:41].C([SiH](CC)CC)C.FC(F)(F)C(O)=O, predict the reaction product. The product is: [C:1]([C:4]1[C:22](=[O:23])[C@@:8]2([CH3:24])[C:9]3[C:15]([OH:16])=[CH:14][C:13]([O:17][CH3:18])=[C:12]([C:19]([NH:21][CH2:35][C:34]4[C:37]([CH3:39])=[CH:38][C:31]([CH2:30][O:29][C:28]5[CH:42]=[CH:43][C:44]([Cl:46])=[CH:45][C:27]=5[Cl:26])=[C:32]([CH3:41])[C:33]=4[CH3:40])=[O:20])[C:10]=3[O:11][C:7]2=[CH:6][C:5]=1[OH:25])(=[O:3])[CH3:2]. (6) Given the reactants CO.[OH:3][CH2:4][C:5](=O)[CH3:6].[C:8]1([C@H:14]([NH2:16])[CH3:15])[CH:13]=[CH:12][CH:11]=[CH:10][CH:9]=1, predict the reaction product. The product is: [C:8]1([C@H:14]([NH:16][CH:5]([CH3:6])[CH2:4][OH:3])[CH3:15])[CH:13]=[CH:12][CH:11]=[CH:10][CH:9]=1. (7) Given the reactants [Br:1][C:2]1[CH:7]=[CH:6][C:5]([CH2:8][C:9]([OH:11])=O)=[CH:4][CH:3]=1.C(N(C(C)C)CC)(C)C.C(N1C=CN=C1)(N1C=CN=C1)=O.[F:33][C:34]([F:43])([F:42])[C:35]1[CH:36]=[C:37]([CH:39]=[CH:40][CH:41]=1)[NH2:38], predict the reaction product. The product is: [Br:1][C:2]1[CH:3]=[CH:4][C:5]([CH2:8][C:9]([NH:38][C:37]2[CH:39]=[CH:40][CH:41]=[C:35]([C:34]([F:33])([F:42])[F:43])[CH:36]=2)=[O:11])=[CH:6][CH:7]=1. (8) Given the reactants [OH:1][CH2:2][CH2:3]/[CH:4]=[C:5](\[C:12]1[CH:13]=[C:14]([CH:18]=[O:19])[S:15][C:16]=1[CH3:17])/[C:6]1[CH:11]=[CH:10][CH:9]=[CH:8][CH:7]=1, predict the reaction product. The product is: [CH3:17][C:16]1[S:15][C:14]([CH:18]=[O:19])=[CH:13][C:12]=1[C:5]1([C:6]2[CH:11]=[CH:10][CH:9]=[CH:8][CH:7]=2)[CH2:4][CH2:3][CH2:2][O:1]1. (9) The product is: [CH2:1]([O:3][C:4](=[O:25])[CH2:5][C:6]1[C:14]2[C:9](=[C:10]([F:15])[CH:11]=[CH:12][CH:13]=2)[N:8]2[CH2:16][C@H:17]([N:26]=[N+:27]=[N-:28])[CH2:18][CH2:19][C:7]=12)[CH3:2]. Given the reactants [CH2:1]([O:3][C:4](=[O:25])[CH2:5][C:6]1[C:14]2[C:9](=[C:10]([F:15])[CH:11]=[CH:12][CH:13]=2)[N:8]2[CH2:16][C@@H:17](OS(C)(=O)=O)[CH2:18][CH2:19][C:7]=12)[CH3:2].[N-:26]=[N+:27]=[N-:28].[Na+].CCN(CC)CC.N#N, predict the reaction product.